Dataset: Forward reaction prediction with 1.9M reactions from USPTO patents (1976-2016). Task: Predict the product of the given reaction. (1) Given the reactants [O:1]=[C:2]1[CH:6]=[CH:5][C:4](=[O:7])[N:3]1[CH2:8][CH2:9][CH2:10][O:11][C:12](=[O:16])[C:13]([CH3:15])=[CH2:14].[CH2:17]([OH:23])[C:18]1[O:22][CH:21]=[CH:20][CH:19]=1, predict the reaction product. The product is: [OH:23][CH2:17][C:18]12[O:22][CH:21]([CH:20]=[CH:19]1)[CH:5]1[CH:6]2[C:2](=[O:1])[N:3]([CH2:8][CH2:9][CH2:10][O:11][C:12](=[O:16])[C:13]([CH3:15])=[CH2:14])[C:4]1=[O:7]. (2) Given the reactants NC1SC=C(C(=O)C(OCC)=O)N=1.C1(CC(C2C=CC([N+]([O-])=O)=CC=2)C(O)=O)CCCC1.C(OC(=O)C([C:39]1[N:40]=[C:41]([NH:44][C:45](=[O:62])[CH:46]([C:53]2[CH:58]=[CH:57][C:56]([N+:59]([O-:61])=[O:60])=[CH:55][CH:54]=2)[CH2:47][CH:48]2[CH2:52][CH2:51][CH2:50][CH2:49]2)[S:42][CH:43]=1)=O)C, predict the reaction product. The product is: [CH:48]1([CH2:47][CH:46]([C:53]2[CH:54]=[CH:55][C:56]([N+:59]([O-:61])=[O:60])=[CH:57][CH:58]=2)[C:45]([NH:44][C:41]2[S:42][CH:43]=[CH:39][N:40]=2)=[O:62])[CH2:52][CH2:51][CH2:50][CH2:49]1. (3) Given the reactants [NH:1]1[CH:5]=[C:4]([C:6]([OH:8])=[O:7])[CH:3]=[N:2]1.[OH-].[Na+].[C:11]([O:15][C:16](O[C:16]([O:15][C:11]([CH3:14])([CH3:13])[CH3:12])=[O:17])=[O:17])([CH3:14])([CH3:13])[CH3:12], predict the reaction product. The product is: [C:11]([O:15][C:16]([N:1]1[CH:5]=[C:4]([C:6]([OH:8])=[O:7])[CH:3]=[N:2]1)=[O:17])([CH3:14])([CH3:13])[CH3:12]. (4) Given the reactants [CH3:1][O:2][C:3]1[CH:4]=[C:5]2[C:19](=[CH:20][CH:21]=1)[C:9]1[O:10][C:11]3([CH2:17][S:18][C:8]=1[C:7](=[O:22])[C:6]2=[O:23])[CH2:16][CH2:15][NH:14][CH2:13][CH2:12]3.[Cl:24][C:25]1[CH:26]=[C:27]([CH:31]=[CH:32][CH:33]=1)[C:28](Cl)=[O:29], predict the reaction product. The product is: [Cl:24][C:25]1[CH:26]=[C:27]([CH:31]=[CH:32][CH:33]=1)[C:28]([N:14]1[CH2:15][CH2:16][C:11]2([O:10][C:9]3[C:19]4[C:5]([C:6](=[O:23])[C:7](=[O:22])[C:8]=3[S:18][CH2:17]2)=[CH:4][C:3]([O:2][CH3:1])=[CH:21][CH:20]=4)[CH2:12][CH2:13]1)=[O:29]. (5) Given the reactants Br[C:2]1[C:10]2[C:9]([C:11]3[CH:16]=[CH:15][CH:14]=[C:13]([N+:17]([O-:19])=[O:18])[CH:12]=3)=[N:8][CH:7]=[N:6][C:5]=2[N:4]([CH2:20][O:21][CH2:22][CH2:23][Si:24]([CH3:27])([CH3:26])[CH3:25])[CH:3]=1.CC([O-])=O.[Na+].[O:33]1[CH:37]=[CH:36][CH2:35][CH2:34]1, predict the reaction product. The product is: [O:33]1[CH2:37][CH:36]=[CH:35][CH:34]1[C:2]1[C:10]2[C:9]([C:11]3[CH:16]=[CH:15][CH:14]=[C:13]([N+:17]([O-:19])=[O:18])[CH:12]=3)=[N:8][CH:7]=[N:6][C:5]=2[N:4]([CH2:20][O:21][CH2:22][CH2:23][Si:24]([CH3:27])([CH3:26])[CH3:25])[CH:3]=1.